From a dataset of Reaction yield outcomes from USPTO patents with 853,638 reactions. Predict the reaction yield, written as a fraction of the theoretical maximum amount of product (1.0 means a 100% yield; for example, 0.34 means a 34% yield). (1) The reactants are [C:1]([O:5][CH3:6])(=[O:4])[CH2:2][SH:3].[H-].[Na+].Cl[C:10]1[CH:17]=[CH:16][C:15]([N+:18]([O-:20])=[O:19])=[CH:14][C:11]=1[CH:12]=O.Cl. The catalyst is CN(C)C=O. The product is [N+:18]([C:15]1[CH:16]=[CH:17][C:10]2[S:3][C:2]([C:1]([O:5][CH3:6])=[O:4])=[CH:12][C:11]=2[CH:14]=1)([O-:20])=[O:19]. The yield is 0.660. (2) The product is [CH2:20]([CH:27]1[CH2:32][CH2:31][N:30]([CH2:6][CH2:7][S:8]([C:11]2[CH:16]=[CH:15][CH:14]=[C:13]([N+:17]([O-:19])=[O:18])[CH:12]=2)(=[O:10])=[O:9])[CH2:29][CH2:28]1)[C:21]1[CH:26]=[CH:25][CH:24]=[CH:23][CH:22]=1. The catalyst is C(#N)C. The yield is 0.210. The reactants are CS(O[CH2:6][CH2:7][S:8]([C:11]1[CH:16]=[CH:15][CH:14]=[C:13]([N+:17]([O-:19])=[O:18])[CH:12]=1)(=[O:10])=[O:9])(=O)=O.[CH2:20]([CH:27]1[CH2:32][CH2:31][NH:30][CH2:29][CH2:28]1)[C:21]1[CH:26]=[CH:25][CH:24]=[CH:23][CH:22]=1.C(=O)([O-])[O-].[K+].[K+]. (3) The reactants are [OH:1][C:2]1[CH:3]=[CH:4][C:5]2[C:6]3[N:7]([CH2:23][CH2:24][N:25]=3)[C:8]([NH:14][C:15]([C:17]3[CH:18]=[N:19][CH:20]=[CH:21][CH:22]=3)=[O:16])=[N:9][C:10]=2[C:11]=1[O:12][CH3:13].C(O)(C(F)(F)F)=O.C(=O)([O-])[O-].[Cs+].[Cs+].CS(O[CH2:44][C@@H:45]1[O:47][CH2:46]1)(=O)=O. The catalyst is CN(C=O)C. The product is [CH3:13][O:12][C:11]1[C:10]2[N:9]=[C:8]([NH:14][C:15](=[O:16])[C:17]3[CH:22]=[CH:21][CH:20]=[N:19][CH:18]=3)[N:7]3[CH2:23][CH2:24][N:25]=[C:6]3[C:5]=2[CH:4]=[CH:3][C:2]=1[O:1][CH2:44][C@H:45]1[CH2:46][O:47]1. The yield is 0.690. (4) The reactants are [F:1][C:2]([F:14])([F:13])[C:3]1[CH:11]=[CH:10][CH:9]=[C:5]([C:6]([OH:8])=O)[C:4]=1[NH2:12].O=S(Cl)Cl.[Cl:19][C:20]1[CH:26]=[CH:25][CH:24]=[CH:23][C:21]=1[NH2:22].C(Cl)(Cl)Cl. The catalyst is C1C=CC=CC=1. The product is [NH2:12][C:4]1[C:3]([C:2]([F:1])([F:14])[F:13])=[CH:11][CH:10]=[CH:9][C:5]=1[C:6]([NH:22][C:21]1[CH:23]=[CH:24][CH:25]=[CH:26][C:20]=1[Cl:19])=[O:8]. The yield is 0.780.